The task is: Predict the reactants needed to synthesize the given product.. This data is from Full USPTO retrosynthesis dataset with 1.9M reactions from patents (1976-2016). (1) Given the product [CH3:46][C:43]([C:41]1[CH:40]=[C:37]([CH2:38][O:24][C:19]2[CH:20]=[CH:21][CH:22]=[CH:23][C:18]=2[CH2:17][N:14]2[CH:15]=[CH:16][C:12]([C:10]([NH:9][C:3]3[C:2]([F:1])=[CH:7][CH:6]=[CH:5][C:4]=3[F:8])=[O:11])=[N:13]2)[CH:36]=[C:35]([C:31]([CH3:34])([CH3:33])[CH3:32])[CH:42]=1)([CH3:44])[CH3:45], predict the reactants needed to synthesize it. The reactants are: [F:1][C:2]1[CH:7]=[CH:6][CH:5]=[C:4]([F:8])[C:3]=1[NH:9][C:10]([C:12]1[CH:16]=[CH:15][N:14]([CH2:17][C:18]2[CH:23]=[CH:22][CH:21]=[CH:20][C:19]=2[OH:24])[N:13]=1)=[O:11].C(=O)([O-])[O-].[Cs+].[Cs+].[C:31]([C:35]1[CH:36]=[C:37]([CH:40]=[C:41]([C:43]([CH3:46])([CH3:45])[CH3:44])[CH:42]=1)[CH2:38]Br)([CH3:34])([CH3:33])[CH3:32]. (2) The reactants are: [C:1]([NH:4][NH:5][C:6]([C:8]1[S:9][CH:10]=[C:11]([C:13]([N:15]([CH2:18][CH3:19])[CH2:16][CH3:17])=[O:14])[N:12]=1)=[O:7])(=O)[CH3:2].N1C=CC=CC=1.O(S(C(F)(F)F)(=O)=O)S(C(F)(F)F)(=O)=O. Given the product [CH2:16]([N:15]([CH2:18][CH3:19])[C:13]([C:11]1[N:12]=[C:8]([C:6]2[O:7][C:1]([CH3:2])=[N:4][N:5]=2)[S:9][CH:10]=1)=[O:14])[CH3:17], predict the reactants needed to synthesize it.